This data is from Tox21: 12 toxicity assays (nuclear receptors and stress response pathways). The task is: Binary classification across 12 toxicity assays. (1) The molecule is CN1CCOC(c2ccccc2)c2ccccc2C1. It tested positive (active) for: NR-ER (Estrogen Receptor agonist activity). (2) The molecule is CC(Oc1ccc(Oc2ncc(C(F)(F)F)cc2Cl)cc1)C(=O)O. It tested positive (active) for: NR-Aromatase (Aromatase enzyme inhibition). (3) The compound is CCOC(=O)C1(c2ccccc2)CCN(CCC(C#N)(c2ccccc2)c2ccccc2)CC1. It tested positive (active) for: NR-AR-LBD (Androgen Receptor Ligand Binding Domain agonist), NR-ER-LBD (Estrogen Receptor Ligand Binding Domain agonist), SR-ARE (Antioxidant Response Element (oxidative stress)), SR-MMP (Mitochondrial Membrane Potential disruption), and SR-p53 (p53 tumor suppressor activation). (4) The drug is CC(C)(C)C(=O)C1C(=O)c2ccccc2C1=O. It tested positive (active) for: NR-AhR (Aryl hydrocarbon Receptor agonist activity), and SR-MMP (Mitochondrial Membrane Potential disruption). (5) The molecule is CN(C)CCOC(c1ccccc1)c1ccccc1. It tested positive (active) for: NR-ER-LBD (Estrogen Receptor Ligand Binding Domain agonist). (6) The molecule is O=C1CN=C(c2ccccc2)c2cc(Cl)ccc2N1CC1CC1. It tested positive (active) for: SR-ARE (Antioxidant Response Element (oxidative stress)), SR-MMP (Mitochondrial Membrane Potential disruption), and SR-p53 (p53 tumor suppressor activation).